This data is from Full USPTO retrosynthesis dataset with 1.9M reactions from patents (1976-2016). The task is: Predict the reactants needed to synthesize the given product. Given the product [C:31]1([C:26]2[C:25]([B:10]3[O:11][C:12]([CH3:17])([CH3:18])[C:13]([CH3:15])([CH3:16])[O:14]3)=[CH:30][CH:29]=[CH:28][N:27]=2)[CH:32]=[CH:33][CH:34]=[CH:35][CH:36]=1, predict the reactants needed to synthesize it. The reactants are: [B:10]1([B:10]2[O:14][C:13]([CH3:16])([CH3:15])[C:12]([CH3:18])([CH3:17])[O:11]2)[O:14][C:13]([CH3:16])([CH3:15])[C:12]([CH3:18])([CH3:17])[O:11]1.CC([O-])=O.[K+].Br[C:25]1[C:26]([C:31]2[CH:36]=[CH:35][CH:34]=[CH:33][CH:32]=2)=[N:27][CH:28]=[CH:29][CH:30]=1.O.